This data is from Catalyst prediction with 721,799 reactions and 888 catalyst types from USPTO. The task is: Predict which catalyst facilitates the given reaction. (1) Product: [CH3:23][O:22][C:19]1[CH:20]=[CH:21][C:16]([C:15](=[O:24])[CH2:14][C:11]2[CH:12]=[CH:13][N:8]=[CH:9][CH:10]=2)=[CH:17][CH:18]=1. The catalyst class is: 7. Reactant: C(NC(C)C)(C)C.[N:8]1[CH:13]=[CH:12][C:11]([CH3:14])=[CH:10][CH:9]=1.[C:15](OCC)(=[O:24])[C:16]1[CH:21]=[CH:20][C:19]([O:22][CH3:23])=[CH:18][CH:17]=1.O. (2) Reactant: [CH3:1][C:2]1[C:10]2[CH2:9][O:8][C:7](=[O:11])[C:6]=2[CH:5]=[CH:4][C:3]=1[CH:12]1[CH2:14][O:13]1.[CH3:15][C:16]1[C:24]2[CH2:23][O:22][C:21](=[O:25])[C:20]=2[CH:19]=[CH:18][C:17]=1[CH2:26][CH2:27][N:28]1[CH2:33][CH2:32][NH:31][CH2:30][CH2:29]1. Product: [OH:13][CH:12]([C:3]1[CH:4]=[CH:5][C:6]2[C:7](=[O:11])[O:8][CH2:9][C:10]=2[C:2]=1[CH3:1])[CH2:14][N:31]1[CH2:32][CH2:33][N:28]([CH2:27][CH2:26][C:17]2[CH:18]=[CH:19][C:20]3[C:21](=[O:25])[O:22][CH2:23][C:24]=3[C:16]=2[CH3:15])[CH2:29][CH2:30]1. The catalyst class is: 8.